From a dataset of NCI-60 drug combinations with 297,098 pairs across 59 cell lines. Regression. Given two drug SMILES strings and cell line genomic features, predict the synergy score measuring deviation from expected non-interaction effect. Drug 1: C1=NC2=C(N1)C(=S)N=CN2. Drug 2: C(CCl)NC(=O)N(CCCl)N=O. Cell line: HCC-2998. Synergy scores: CSS=4.25, Synergy_ZIP=-7.28, Synergy_Bliss=-0.0977, Synergy_Loewe=-27.2, Synergy_HSA=-6.83.